Dataset: Forward reaction prediction with 1.9M reactions from USPTO patents (1976-2016). Task: Predict the product of the given reaction. (1) The product is: [Cl:33][C:30]1[CH:31]=[C:32]2[C:27](=[C:28]([Cl:34])[CH:29]=1)[CH2:26][N:25]([CH3:35])[CH2:24][CH:23]2[C:19]1[CH:18]=[C:17]([S:14]([NH:13][CH2:12][CH2:11][O:10][CH2:9][CH2:8][O:7][CH2:6][CH2:5][O:4][CH2:3][CH2:2][NH:1][C:45](=[O:50])[CH2:46][CH2:47][C:48]([NH:44][CH2:2][CH2:3][O:4][CH2:5][CH2:6][O:7][CH2:8][CH2:9][O:10][CH2:11][CH2:12][NH:13][S:14]([C:17]2[CH:22]=[CH:21][CH:20]=[C:19]([CH:23]3[C:32]4[C:27](=[C:28]([Cl:34])[CH:29]=[C:30]([Cl:33])[CH:31]=4)[CH2:26][N:25]([CH3:35])[CH2:24]3)[CH:18]=2)(=[O:16])=[O:15])=[O:49])(=[O:16])=[O:15])[CH:22]=[CH:21][CH:20]=1. Given the reactants [NH2:1][CH2:2][CH2:3][O:4][CH2:5][CH2:6][O:7][CH2:8][CH2:9][O:10][CH2:11][CH2:12][NH:13][S:14]([C:17]1[CH:22]=[CH:21][CH:20]=[C:19]([CH:23]2[C:32]3[C:27](=[C:28]([Cl:34])[CH:29]=[C:30]([Cl:33])[CH:31]=3)[CH2:26][N:25]([CH3:35])[CH2:24]2)[CH:18]=1)(=[O:16])=[O:15].C(O[N:44]1[C:48](=[O:49])[CH2:47][CH2:46][C:45]1=[O:50])(=O)CCC([O-])=O, predict the reaction product. (2) Given the reactants [CH3:1][C:2]1[C:3]([CH2:14][S:15][C:16]2[NH:17][C:18]3[CH:24]=[CH:23][CH:22]=[CH:21][C:19]=3[N:20]=2)=[N:4][CH:5]=[CH:6][C:7]=1[O:8][CH2:9][C:10]([F:13])([F:12])[F:11].C(C(C(C(OCC)=O)O)O)(OCC)=[O:26].C(N(C(C)C)CC)(C)C.[O-]O.C1(C(C)C)C=CC=CC=1.S([O-])([O-])(=O)=S.[Na+].[Na+].C(OCCCC)CCC, predict the reaction product. The product is: [CH3:1][C:2]1[C:3]([CH2:14][S@:15]([C:16]2[NH:20][C:19]3[CH:21]=[CH:22][CH:23]=[CH:24][C:18]=3[N:17]=2)=[O:26])=[N:4][CH:5]=[CH:6][C:7]=1[O:8][CH2:9][C:10]([F:12])([F:11])[F:13]. (3) Given the reactants [CH2:1]([O:8][C:9]([CH3:24])([C:20]([F:23])([F:22])[F:21])[C:10]([O:12]CC1C=CC=CC=1)=[O:11])[C:2]1[CH:7]=[CH:6][CH:5]=[CH:4][CH:3]=1.[OH-].[Na+], predict the reaction product. The product is: [CH2:1]([O:8][C:9]([CH3:24])([C:20]([F:21])([F:22])[F:23])[C:10]([OH:12])=[O:11])[C:2]1[CH:3]=[CH:4][CH:5]=[CH:6][CH:7]=1. (4) Given the reactants Br[C:2]1[CH:7]=[CH:6][C:5]([C:8]2[CH:12]=[CH:11][O:10][N:9]=2)=[CH:4][CH:3]=1.C(N(CC)CC)C.[C:20]([C:24]1[CH:30]=[CH:29][C:27]([NH2:28])=[CH:26][CH:25]=1)([CH3:23])([CH3:22])[CH3:21].C(Cl)Cl.[O:34]1CCC[CH2:35]1, predict the reaction product. The product is: [C:20]([C:24]1[CH:25]=[CH:26][C:27]([NH:28][C:35](=[O:34])[C:2]2[CH:7]=[CH:6][C:5]([C:8]3[CH:12]=[CH:11][O:10][N:9]=3)=[CH:4][CH:3]=2)=[CH:29][CH:30]=1)([CH3:23])([CH3:21])[CH3:22]. (5) Given the reactants [BrH:1].[C:2]1([C:12]2[N:13]3[CH2:19][CH2:18][N:17]=[C:14]3[S:15][CH:16]=2)[C:11]2[C:6](=[CH:7][CH:8]=[CH:9][CH:10]=2)[CH:5]=[CH:4][CH:3]=1.C([O-])(O)=O.[Na+].[O-]S([O-])(=O)=O.[Mg+2].BrBr, predict the reaction product. The product is: [BrH:1].[Br:1][C:16]1[S:15][C:14]2=[N:17][CH2:18][CH2:19][N:13]2[C:12]=1[C:2]1[C:11]2[C:6](=[CH:7][CH:8]=[CH:9][CH:10]=2)[CH:5]=[CH:4][CH:3]=1. (6) Given the reactants [CH3:1][S:2](Cl)(=[O:4])=[O:3].[NH2:6][C:7]1[CH:12]=[CH:11][C:10]([C:13]2[N:17]([CH3:18])[C:16]([C:19]#[N:20])=[CH:15][CH:14]=2)=[CH:9][C:8]=1[O:21][C:22]([F:25])([F:24])[F:23], predict the reaction product. The product is: [C:19]([C:16]1[N:17]([CH3:18])[C:13]([C:10]2[CH:11]=[CH:12][C:7]([NH:6][S:2]([CH3:1])(=[O:4])=[O:3])=[C:8]([O:21][C:22]([F:24])([F:25])[F:23])[CH:9]=2)=[CH:14][CH:15]=1)#[N:20]. (7) Given the reactants [NH2:1][C:2]1[CH:7]=[CH:6][C:5]([OH:8])=[C:4]([F:9])[C:3]=1[F:10].CC(C)([O-])C.[K+].[Cl:17][C:18]1[CH:23]=[C:22](Cl)[CH:21]=[CH:20][N:19]=1, predict the reaction product. The product is: [Cl:17][C:18]1[CH:23]=[C:22]([O:8][C:5]2[CH:6]=[CH:7][C:2]([NH2:1])=[C:3]([F:10])[C:4]=2[F:9])[CH:21]=[CH:20][N:19]=1. (8) Given the reactants [NH2:1][C:2]([CH3:29])([CH3:28])[CH2:3][NH:4][C:5]([C:7]1[N:11]2[CH:12]=[C:13]([CH3:26])[CH:14]=[C:15]([O:16][CH2:17][C:18]3[C:23]([F:24])=[CH:22][CH:21]=[CH:20][C:19]=3[F:25])[C:10]2=[N:9][C:8]=1[CH3:27])=[O:6].[ClH:30], predict the reaction product. The product is: [ClH:30].[NH2:1][C:2]([CH3:29])([CH3:28])[CH2:3][NH:4][C:5]([C:7]1[N:11]2[CH:12]=[C:13]([CH3:26])[CH:14]=[C:15]([O:16][CH2:17][C:18]3[C:19]([F:25])=[CH:20][CH:21]=[CH:22][C:23]=3[F:24])[C:10]2=[N:9][C:8]=1[CH3:27])=[O:6]. (9) Given the reactants Cl.Cl.[CH3:3][C:4]1[N:8]([CH:9]2[CH2:15][CH:14]3[N:16]([CH2:17][CH2:18][C:19]4([C:25]5[CH:30]=[CH:29][CH:28]=[CH:27][CH:26]=5)[CH2:24][CH2:23][NH:22][CH2:21][CH2:20]4)[CH:11]([CH2:12][CH2:13]3)[CH2:10]2)[C:7]2[CH:31]=[CH:32][CH:33]=[CH:34][C:6]=2[N:5]=1.C(N(CC)CC)C.[O:42]1[CH:46]=[CH:45][CH:44]=[C:43]1[C:47](Cl)=[O:48], predict the reaction product. The product is: [O:42]1[CH:46]=[CH:45][CH:44]=[C:43]1[C:47]([N:22]1[CH2:21][CH2:20][C:19]([CH2:18][CH2:17][N:16]2[C@H:14]3[CH2:13][CH2:12][C@@H:11]2[CH2:10][CH:9]([N:8]2[C:7]4[CH:31]=[CH:32][CH:33]=[CH:34][C:6]=4[N:5]=[C:4]2[CH3:3])[CH2:15]3)([C:25]2[CH:30]=[CH:29][CH:28]=[CH:27][CH:26]=2)[CH2:24][CH2:23]1)=[O:48]. (10) Given the reactants ClC1C=C(N[C:16]2[C:25]3[C:20](=[CH:21][C:22](F)=[C:23]([O:26][CH3:27])[CH:24]=3)[N:19]=[CH:18][C:17]=2[C:29]#[N:30])C=CC=1SC1N(C)C=CN=1.N1(C2CCNCC2)CCCCC1, predict the reaction product. The product is: [CH3:27][O:26][C:23]1[CH:24]=[C:25]2[C:20](=[CH:21][CH:22]=1)[N:19]=[CH:18][C:17]([C:29]#[N:30])=[CH:16]2.